The task is: Predict the reaction yield, written as a fraction of the theoretical maximum amount of product (1.0 means a 100% yield; for example, 0.34 means a 34% yield).. This data is from Reaction yield outcomes from USPTO patents with 853,638 reactions. The reactants are [Cl:1][C:2]1[CH:3]=[CH:4][N:5]2[CH:10]=[C:9]([CH2:11][CH3:12])[NH:8][C:7](=[O:13])[C:6]=12.[F:14][C:15]1[CH:16]=[C:17](B(O)O)[CH:18]=[CH:19][CH:20]=1.N1C=CC=CC=1. The catalyst is C(Cl)Cl.CC([O-])=O.CC([O-])=O.[Cu+2]. The product is [Cl:1][C:2]1[CH:3]=[CH:4][N:5]2[CH:10]=[C:9]([CH2:11][CH3:12])[N:8]([C:19]3[CH:18]=[CH:17][CH:16]=[C:15]([F:14])[CH:20]=3)[C:7](=[O:13])[C:6]=12. The yield is 0.530.